The task is: Predict the reactants needed to synthesize the given product.. This data is from Retrosynthesis with 50K atom-mapped reactions and 10 reaction types from USPTO. (1) Given the product Oc1cc(Oc2ccccc2)ccc1Br, predict the reactants needed to synthesize it. The reactants are: COc1cc(Oc2ccccc2)ccc1Br. (2) Given the product O=C(C[N+]12CCC(CC1)[C@@H](OC(=O)C1(c3ccccc3)CCCCCC1)C2)Nc1cnccn1, predict the reactants needed to synthesize it. The reactants are: O=C(CBr)Nc1cnccn1.O=C(O[C@H]1CN2CCC1CC2)C1(c2ccccc2)CCCCCC1. (3) Given the product CCOC(=O)Cn1ccc2ccc(CNC(=O)CCC#Cc3ccc(C(F)(F)F)cc3)cc21, predict the reactants needed to synthesize it. The reactants are: CCOC(=O)CBr.O=C(CCC#Cc1ccc(C(F)(F)F)cc1)NCc1ccc2cc[nH]c2c1. (4) Given the product CCC/C=C/COc1ccc(-c2ccc(C#N)cc2)cc1, predict the reactants needed to synthesize it. The reactants are: CCC/C=C/CO.N#Cc1ccc(-c2ccc(O)cc2)cc1.